Dataset: Experimentally validated miRNA-target interactions with 360,000+ pairs, plus equal number of negative samples. Task: Binary Classification. Given a miRNA mature sequence and a target amino acid sequence, predict their likelihood of interaction. (1) The miRNA is hsa-miR-193b-3p with sequence AACUGGCCCUCAAAGUCCCGCU. The protein sequence of the target gene is MPTVSVKRDLLFQALGRTYTDEEFDELCFEFGLELDEITSEKEIISKEQGNVKAAGASDVVLYKIDVPANRYDLLCLEGLVRGLQVFKERIKAPVYKRVMPDGKIQKLIITEETAKIRPFAVAAVLRNIKFTKDRYDSFIELQEKLHQNICRKRALVAIGTHDLDTLSGPFTYTAKRPSDIKFKPLNKTKEYTACELMNIYKTDNHLKHYLHIIENKPLYPVIYDSNGVVLSMPPIINGDHSRITVNTRNIFIECTGTDFTKAKIVLDIIVTMFSEYCENQFTVEAAEVVFPNGKSHTFP.... Result: 1 (interaction). (2) The miRNA is hsa-miR-18a-3p with sequence ACUGCCCUAAGUGCUCCUUCUGG. The protein sequence of the target gene is MLLTLASGALFFPGLFALSIWALHRLRPGWTEDDCLTVGTRLVSSVQAVLATWAGLTVIISCKNVVSDRHWLATEYVWFLIPYMIYDFYAMYCCERCRTKSQKLTRTTIIRNFLIENRLMVTHHTVILLFLVPISQKLRGDLGDFFVGCIFTAELSTPFVSLARIMIQLKQQHTLLYKVNGILTVTTFLFCRILLFPFMYWSYGQQKGLSLLQVPFNIPLHCNMANAVLISPQLYWFSLLCKKAARLFDTAKAKKDG. Result: 0 (no interaction). (3) Result: 0 (no interaction). The miRNA is hsa-miR-4780 with sequence ACCCUUGAGCCUGAUCCCUAGC. The protein sequence of the target gene is MLVVQMPFSFPMAHFILFVFTVSTIFHVQQRLAKIQAMWELPVQIPVLASTSKALGPSQLRGMWTINAIGRLGNQMGEYATLYALAKMNGRPAFIPAQMHSTLAPIFRITLPVLHSATASRIPWQNYHLNDWMEEEYRHIPGEYVRFTGYPCSWTFYHHLRQEILQEFTLHDHVREEAQKFLRGLQVNGSRPGTFVGVHVRRGDYVHVMPKVWKGVVADRRYLQQALDWFRARYSSLIFVVTSNGMAWCRENIDTSHGDVVFAGDGIEGSPAKDFALLTQCNHTIMTIGTFGIWAAYLTG.... (4) The miRNA is hsa-miR-4464 with sequence AAGGUUUGGAUAGAUGCAAUA. The protein sequence of the target gene is MEGNGPAAVHYQPASPPRDACVYSSCYCEENIWKLCEYIKNHDQYPLEECYAVFISNERKMIPIWKQQARPGDGPVIWDYHVVLLHVSSGGQNFIYDLDTVLPFPCLFDTYVEDAFKSDDDIHPQFRRKFRVIRADSYLKNFASDRSHMKDSSGNWREPPPPYPCIETGDSKMNLNDFISMDPKVGWGAVYTLSEFTHRFGSKNC. Result: 0 (no interaction). (5) The miRNA is hsa-miR-93-3p with sequence ACUGCUGAGCUAGCACUUCCCG. The protein sequence of the target gene is MLPWKKHKFELLAEAPPRQASKPKGYAVSLHYSALSSLARACPEGALSRVGSMFRSKRKKLHITSEDPTYTVLYLGNATTIQARGDGCTDLAVGKIWSKSEAGRQGTKMKLTVSAQGIRMVHAEERALRRPGHLYLLHRVTYCVADARLPKVFAWVYRHELKHKAVMLRCHAVLVSKPEKAQAMALLLYQTSANALAEFKRLKRRDDARHQQQELVGAHTIPLVPLRKLLLHGPCCYKPPVERSRSAPKLGSITEDLLGEQLEQELQEEEEEEQPEGCPEEEENRAAEGDPAEEEAEAQR.... Result: 0 (no interaction).